Dataset: Full USPTO retrosynthesis dataset with 1.9M reactions from patents (1976-2016). Task: Predict the reactants needed to synthesize the given product. Given the product [Cl:14][C:11]1[CH:10]=[N:9][C:8]([C:19]2[CH:20]=[CH:21][C:16]([OH:15])=[CH:17][CH:18]=2)=[N:13][CH:12]=1, predict the reactants needed to synthesize it. The reactants are: C([O-])([O-])=O.[Na+].[Na+].Cl[C:8]1[N:13]=[CH:12][C:11]([Cl:14])=[CH:10][N:9]=1.[OH:15][C:16]1[CH:21]=[CH:20][C:19](B(O)O)=[CH:18][CH:17]=1.